This data is from Reaction yield outcomes from USPTO patents with 853,638 reactions. The task is: Predict the reaction yield, written as a fraction of the theoretical maximum amount of product (1.0 means a 100% yield; for example, 0.34 means a 34% yield). (1) No catalyst specified. The reactants are [ClH:1].[CH3:2][O:3][C:4]1[CH:5]=[C:6](/[C:12](=[CH:15]/[C:16]2[S:17][C:18]([N:21]3[CH2:26][CH2:25][N:24]([CH3:27])[CH2:23][CH2:22]3)=[CH:19][CH:20]=2)/[C:13]#[N:14])[CH:7]=[CH:8][C:9]=1[O:10][CH3:11]. The yield is 0.990. The product is [ClH:1].[CH3:2][O:3][C:4]1[CH:5]=[C:6](/[C:12](=[CH:15]/[C:16]2[S:17][C:18]([N:21]3[CH2:26][CH2:25][N:24]([CH3:27])[CH2:23][CH2:22]3)=[CH:19][CH:20]=2)/[C:13]#[N:14])[CH:7]=[CH:8][C:9]=1[O:10][CH3:11]. (2) The reactants are [Cl:1][C:2]1[C:3]([CH2:14][CH3:15])=[C:4]([Cl:13])[C:5]2[O:10][CH2:9][C:8](=[O:11])[NH:7][C:6]=2[CH:12]=1.C([O-])([O-])=O.[Cs+].[Cs+].[Cl:22][CH2:23][CH2:24][CH2:25]I. The catalyst is CCCCCCC.CCOC(C)=O. The product is [Cl:1][C:2]1[C:3]([CH2:14][CH3:15])=[C:4]([Cl:13])[C:5]2[O:10][CH2:9][C:8](=[O:11])[N:7]([CH2:25][CH2:24][CH2:23][Cl:22])[C:6]=2[CH:12]=1. The yield is 0.670. (3) The reactants are [NH2:1][CH:2]([C:6]1[CH:11]=[CH:10][C:9]([O:12][CH2:13][CH2:14][O:15][CH3:16])=[CH:8][CH:7]=1)[C:3]([NH2:5])=[O:4].[C:17]1(=O)[CH2:22][CH2:21][CH2:20][CH2:19][CH2:18]1. The catalyst is CO. The product is [CH3:16][O:15][CH2:14][CH2:13][O:12][C:9]1[CH:10]=[CH:11][C:6]([CH:2]2[NH:1][C:17]3([CH2:22][CH2:21][CH2:20][CH2:19][CH2:18]3)[NH:5][C:3]2=[O:4])=[CH:7][CH:8]=1. The yield is 0.0400. (4) The reactants are [OH:1][C@H:2]([CH3:14])[CH2:3][N:4]1[C:12]2[C:7](=[CH:8][CH:9]=[C:10]([OH:13])[CH:11]=2)[CH:6]=[N:5]1.[N:15]([O-])=[O:16].[Na+].O. The catalyst is C(O)(=O)C. The product is [OH:1][C@H:2]([CH3:14])[CH2:3][N:4]1[C:12]2[C:7](=[CH:8][CH:9]=[C:10]([OH:13])[C:11]=2[N:15]=[O:16])[CH:6]=[N:5]1. The yield is 0.470. (5) The reactants are [Cl:1][C:2]1[CH:22]=[C:21]([Cl:23])[CH:20]=[CH:19][C:3]=1[CH2:4][N:5]1[C:9]([CH2:10][CH2:11][C:12]([OH:14])=O)=[CH:8][C:7]([O:15][CH:16]([CH3:18])[CH3:17])=[N:6]1.[CH2:24]([S:30]([NH2:33])(=[O:32])=[O:31])[CH2:25][CH2:26][CH2:27][CH2:28][CH3:29].N12CCCN=C1CCCCC2. The catalyst is O1CCCC1. The product is [Cl:1][C:2]1[CH:22]=[C:21]([Cl:23])[CH:20]=[CH:19][C:3]=1[CH2:4][N:5]1[C:9]([CH2:10][CH2:11][C:12]([NH:33][S:30]([CH2:24][CH2:25][CH2:26][CH2:27][CH2:28][CH3:29])(=[O:32])=[O:31])=[O:14])=[CH:8][C:7]([O:15][CH:16]([CH3:18])[CH3:17])=[N:6]1. The yield is 0.480. (6) The reactants are [Cl:1][C:2]1[CH:7]=[C:6]([Cl:8])[CH:5]=[C:4]([O:9][CH3:10])[C:3]=1[S:11](Cl)(=[O:13])=[O:12].[F:15][C:16]([F:30])([F:29])[CH:17]([NH2:28])[CH2:18][C:19]1[C:27]2[C:22](=[CH:23][CH:24]=[CH:25][CH:26]=2)[NH:21][CH:20]=1. The catalyst is N1C=CC=CC=1.C(OCC)(=O)C. The product is [Cl:1][C:2]1[CH:7]=[C:6]([Cl:8])[CH:5]=[C:4]([O:9][CH3:10])[C:3]=1[S:11]([NH:28][CH:17]([CH2:18][C:19]1[C:27]2[C:22](=[CH:23][CH:24]=[CH:25][CH:26]=2)[NH:21][CH:20]=1)[C:16]([F:15])([F:29])[F:30])(=[O:13])=[O:12]. The yield is 0.570. (7) The reactants are [CH2:1]([O:3][C:4](=[O:18])/[CH:5]=[C:6](/[O:8][C:9]1[CH:14]=[CH:13][CH:12]=[CH:11][C:10]=1[CH2:15][CH2:16][CH3:17])\[CH3:7])[CH3:2].[Br:19]N1C(=O)CCC1=O.C(OOC(=O)C1C=CC=CC=1)(=O)C1C=CC=CC=1. The yield is 0.480. The catalyst is C(Cl)(Cl)(Cl)Cl. The product is [CH2:1]([O:3][C:4](=[O:18])/[CH:5]=[C:6](/[O:8][C:9]1[CH:14]=[CH:13][CH:12]=[CH:11][C:10]=1[CH2:15][CH2:16][CH3:17])\[CH2:7][Br:19])[CH3:2].